Predict the product of the given reaction. From a dataset of Forward reaction prediction with 1.9M reactions from USPTO patents (1976-2016). (1) Given the reactants [CH3:1][O:2][C:3]1[CH:8]=[CH:7][C:6]([CH:9]([C:52]2[CH:57]=[CH:56][C:55]([O:58][CH3:59])=[CH:54][CH:53]=2)[N:10]2[C:14]3[CH:15]=[CH:16][CH:17]=[C:18]([O:19][C:20]4[CH:29]=[C:28]([N:30]5[CH2:35][CH2:34][N:33]([CH2:36][C:37]6[CH2:42][CH2:41][C:40]([CH3:44])([CH3:43])[CH2:39][C:38]=6[C:45]6[CH:50]=[CH:49][C:48]([Cl:51])=[CH:47][CH:46]=6)[CH2:32][CH2:31]5)[CH:27]=[CH:26][C:21]=4[C:22]([O:24]C)=[O:23])[C:13]=3[N:12]=[CH:11]2)=[CH:5][CH:4]=1.[OH-].[Na+], predict the reaction product. The product is: [CH3:1][O:2][C:3]1[CH:4]=[CH:5][C:6]([CH:9]([C:52]2[CH:57]=[CH:56][C:55]([O:58][CH3:59])=[CH:54][CH:53]=2)[N:10]2[C:14]3[CH:15]=[CH:16][CH:17]=[C:18]([O:19][C:20]4[CH:29]=[C:28]([N:30]5[CH2:31][CH2:32][N:33]([CH2:36][C:37]6[CH2:42][CH2:41][C:40]([CH3:44])([CH3:43])[CH2:39][C:38]=6[C:45]6[CH:46]=[CH:47][C:48]([Cl:51])=[CH:49][CH:50]=6)[CH2:34][CH2:35]5)[CH:27]=[CH:26][C:21]=4[C:22]([OH:24])=[O:23])[C:13]=3[N:12]=[CH:11]2)=[CH:7][CH:8]=1. (2) Given the reactants [OH:1][CH:2]([C:15]1[CH:20]=[CH:19][C:18]([C:21]([CH3:24])([CH3:23])[CH3:22])=[CH:17][CH:16]=1)[CH2:3][O:4][C:5]1[C:14]2[C:9](=[CH:10][CH:11]=[CH:12][CH:13]=2)[N:8]=[CH:7][N:6]=1.[C:25]1([CH3:35])[CH:30]=[CH:29][C:28]([S:31](Cl)(=[O:33])=[O:32])=[CH:27][CH:26]=1, predict the reaction product. The product is: [C:25]1([CH3:35])[CH:30]=[CH:29][C:28]([S:31]([O:1][CH:2]([C:15]2[CH:16]=[CH:17][C:18]([C:21]([CH3:24])([CH3:23])[CH3:22])=[CH:19][CH:20]=2)[CH2:3][O:4][C:5]2[C:14]3[C:9](=[CH:10][CH:11]=[CH:12][CH:13]=3)[N:8]=[CH:7][N:6]=2)(=[O:33])=[O:32])=[CH:27][CH:26]=1. (3) Given the reactants [CH2:1]([CH:7]1[CH2:12][CH2:11][C:10](=O)[CH2:9][CH2:8]1)[CH2:2][CH2:3][CH2:4][CH2:5][CH3:6].[NH:14]1C[CH2:17][CH2:16][CH2:15]1.C(OCC)(=[O:21])C, predict the reaction product. The product is: [CH2:1]([CH:7]1[CH2:12][CH2:11][C:10]2[N:14]=[C:15]([OH:21])[CH:16]=[CH:17][C:9]=2[CH2:8]1)[CH2:2][CH2:3][CH2:4][CH2:5][CH3:6]. (4) Given the reactants Br[C:2]1[S:3][C:4](Br)=[CH:5][C:6]=1[CH2:7][C:8]([O:10][CH2:11][CH3:12])=[O:9].C([Sn](CCCC)(CCCC)[C:19]1[S:20][CH:21]=[CH:22][CH:23]=1)CCC.CN(C)C=O, predict the reaction product. The product is: [S:3]1[CH:4]=[CH:5][CH:6]=[C:2]1[C:2]1[S:3][C:4]([C:21]2[S:20][CH:19]=[CH:23][CH:22]=2)=[CH:5][C:6]=1[CH2:7][C:8]([O:10][CH2:11][CH3:12])=[O:9]. (5) Given the reactants [CH3:1][N:2]1[C:6]2=[CH:7][CH:8]=[C:9]3[C:14]([N:13]=[C:12]([C:15]4[CH:21]=[CH:20][C:18]([NH2:19])=[CH:17][CH:16]=4)[N:11]=[C:10]3[N:22]3[CH2:27][CH2:26][O:25][CH2:24][CH2:23]3)=[C:5]2[CH:4]=[CH:3]1.ClC(Cl)(O[C:32](=[O:38])OC(Cl)(Cl)Cl)Cl.[CH3:40][C:41]1[C:45]([NH2:46])=[C:44]([CH3:47])[O:43][N:42]=1, predict the reaction product. The product is: [CH3:40][C:41]1[C:45]([NH:46][C:32]([NH:19][C:18]2[CH:17]=[CH:16][C:15]([C:12]3[N:11]=[C:10]([N:22]4[CH2:27][CH2:26][O:25][CH2:24][CH2:23]4)[C:9]4[C:14](=[C:5]5[CH:4]=[CH:3][N:2]([CH3:1])[C:6]5=[CH:7][CH:8]=4)[N:13]=3)=[CH:21][CH:20]=2)=[O:38])=[C:44]([CH3:47])[O:43][N:42]=1. (6) Given the reactants [BH4-].[Na+].C[O:4][C:5](=O)[CH2:6][C:7]1[CH:12]=[CH:11][CH:10]=[C:9]([C:13]2[CH:21]=[CH:20][CH:19]=[C:18]3[C:14]=2[CH2:15][C:16](=[O:22])[NH:17]3)[CH:8]=1.[Cl-].[Cl-].[Ca+2], predict the reaction product. The product is: [OH:4][CH2:5][CH2:6][C:7]1[CH:8]=[C:9]([C:13]2[CH:21]=[CH:20][CH:19]=[C:18]3[C:14]=2[CH2:15][C:16](=[O:22])[NH:17]3)[CH:10]=[CH:11][CH:12]=1. (7) Given the reactants C([O:3][C:4]([C:6]1[C:7]([CH2:12][CH2:13][CH2:14][CH3:15])=[N:8][O:9][C:10]=1[CH3:11])=O)C.[H-].[Al+3].[Li+].[H-].[H-].[H-], predict the reaction product. The product is: [CH2:12]([C:7]1[C:6]([CH2:4][OH:3])=[C:10]([CH3:11])[O:9][N:8]=1)[CH2:13][CH2:14][CH3:15]. (8) Given the reactants [C:1]([NH:5][C:6]1[C:15]2[C:10](=[C:11]([NH2:16])[CH:12]=[CH:13][CH:14]=2)[N:9]=[CH:8][N:7]=1)([CH3:4])([CH3:3])[CH3:2].[Cl:17][C:18]1[C:23]([C:24](O)=[O:25])=[C:22]([F:27])[C:21]([CH2:28][NH:29][C:30](=[O:36])[C:31]([CH3:35])([CH3:34])[CH2:32][F:33])=[CH:20][CH:19]=1.C(Cl)(=O)C(Cl)=O.CCN(C(C)C)C(C)C, predict the reaction product. The product is: [C:1]([NH:5][C:6]1[C:15]2[C:10](=[C:11]([NH:16][C:24](=[O:25])[C:23]3[C:18]([Cl:17])=[CH:19][CH:20]=[C:21]([CH2:28][NH:29][C:30](=[O:36])[C:31]([CH3:35])([CH3:34])[CH2:32][F:33])[C:22]=3[F:27])[CH:12]=[CH:13][CH:14]=2)[N:9]=[CH:8][N:7]=1)([CH3:4])([CH3:2])[CH3:3]. (9) Given the reactants [C:1]([OH:8])(=[O:7])/[CH:2]=[CH:3]/[C:4]([OH:6])=[O:5].[CH3:9][N:10]([CH2:12][C:13]1[C:21]2[O:20][N:19]=[C:18]([CH2:22][CH2:23][CH:24]3[CH2:29][CH2:28][N:27]([CH2:30][C:31]4[CH:36]=[CH:35][CH:34]=[CH:33][CH:32]=4)[CH2:26][CH2:25]3)[C:17]=2[CH:16]=[CH:15][C:14]=1[CH2:37][CH:38]=[C:39]([CH3:41])[CH3:40])[CH3:11], predict the reaction product. The product is: [C:1]([OH:8])(=[O:7])/[CH:2]=[CH:3]/[C:4]([OH:6])=[O:5].[CH3:9][N:10]([CH2:12][C:13]1[C:21]2[O:20][N:19]=[C:18]([CH2:22][CH2:23][CH:24]3[CH2:25][CH2:26][N:27]([CH2:30][C:31]4[CH:36]=[CH:35][CH:34]=[CH:33][CH:32]=4)[CH2:28][CH2:29]3)[C:17]=2[CH:16]=[CH:15][C:14]=1[CH2:37][CH:38]=[C:39]([CH3:41])[CH3:40])[CH3:11]. (10) Given the reactants [F:1][C:2]1[CH:7]=[CH:6][C:5]([N:8]2[C:12]3[CH:13]=[C:14]4[C@:19]([C:21]([C:23]5[S:24][CH:25]=[CH:26][N:27]=5)=[O:22])([CH2:20][C:11]=3[CH:10]=[N:9]2)[CH2:18][N:17](C(OC(C)(C)C)=O)[CH2:16][CH2:15]4)=[CH:4][CH:3]=1.[F:35][C:36]([F:41])([F:40])[C:37]([OH:39])=[O:38].ClCCl, predict the reaction product. The product is: [F:35][C:36]([F:41])([F:40])[C:37]([OH:39])=[O:38].[F:1][C:2]1[CH:3]=[CH:4][C:5]([N:8]2[C:12]3[CH:13]=[C:14]4[C@:19]([C:21]([C:23]5[S:24][CH:25]=[CH:26][N:27]=5)=[O:22])([CH2:20][C:11]=3[CH:10]=[N:9]2)[CH2:18][NH:17][CH2:16][CH2:15]4)=[CH:6][CH:7]=1.